The task is: Predict which catalyst facilitates the given reaction.. This data is from Catalyst prediction with 721,799 reactions and 888 catalyst types from USPTO. (1) Reactant: [CH3:1][CH2:2][N:3]([CH2:6][CH2:7][NH:8][C:9]([C:11]1[CH:12]=[CH:13][C:14]([NH2:17])=[CH:15][CH:16]=1)=[O:10])[CH2:4][CH3:5].C(N(CC)CC)C.[F:25][C:26]([F:38])([F:37])[O:27][C:28]1[CH:33]=[CH:32][C:31]([N:34]=[C:35]=[O:36])=[CH:30][CH:29]=1.C(O)C(N)(CO)CO. Product: [CH2:4]([N:3]([CH2:2][CH3:1])[CH2:6][CH2:7][NH:8][C:9](=[O:10])[C:11]1[CH:16]=[CH:15][C:14]([NH:17][C:35]([NH:34][C:31]2[CH:32]=[CH:33][C:28]([O:27][C:26]([F:25])([F:37])[F:38])=[CH:29][CH:30]=2)=[O:36])=[CH:13][CH:12]=1)[CH3:5]. The catalyst class is: 4. (2) The catalyst class is: 2. Product: [CH3:36][O:35][N:34]([CH3:33])[C:17]([CH:14]1[CH2:15][CH2:16][C:12](=[O:11])[CH2:13]1)=[O:19]. Reactant: ON1C2C=CC=CC=2N=N1.[O:11]=[C:12]1[CH2:16][CH2:15][CH:14]([C:17]([OH:19])=O)[CH2:13]1.Cl.CN(C)CCCN=C=NCC.Cl.[CH3:33][NH:34][O:35][CH3:36].C(N(CC)CC)C. (3) Reactant: CS(O[CH2:6][CH2:7][N:8]1[C:16]2[N:15]=[C:14]([NH2:17])[N:13]3[N:18]=[C:19]([C:21]4[O:22][CH:23]=[CH:24][CH:25]=4)[N:20]=[C:12]3[C:11]=2[CH:10]=[CH:9]1)(=O)=O.[F:26][C:27]1[CH:33]=[C:32]([F:34])[CH:31]=[CH:30][C:28]=1[NH2:29].CCN(C(C)C)C(C)C. Product: [F:26][C:27]1[CH:33]=[C:32]([F:34])[CH:31]=[CH:30][C:28]=1[NH:29][CH2:6][CH2:7][N:8]1[C:16]2[N:15]=[C:14]([NH2:17])[N:13]3[N:18]=[C:19]([C:21]4[O:22][CH:23]=[CH:24][CH:25]=4)[N:20]=[C:12]3[C:11]=2[CH:10]=[CH:9]1. The catalyst class is: 3. (4) Reactant: [F:1][C:2]1[CH:10]=[CH:9][C:5]([C:6](O)=[O:7])=[CH:4][C:3]=1[C:11]1[CH:12]=[C:13]2[C:18](=[CH:19][CH:20]=1)[C:17]([N:21]1[CH2:26][CH2:25][O:24][CH2:23][CH2:22]1)=[N:16][N:15]=[CH:14]2.S(Cl)(Cl)=O.C([N:34]([CH:37]([CH3:39])[CH3:38])CC)(C)C.C1(N)CC1. Product: [CH:37]1([NH:34][C:6](=[O:7])[C:5]2[CH:9]=[CH:10][C:2]([F:1])=[C:3]([C:11]3[CH:12]=[C:13]4[C:18](=[CH:19][CH:20]=3)[C:17]([N:21]3[CH2:22][CH2:23][O:24][CH2:25][CH2:26]3)=[N:16][N:15]=[CH:14]4)[CH:4]=2)[CH2:39][CH2:38]1. The catalyst class is: 684.